From a dataset of NCI-60 drug combinations with 297,098 pairs across 59 cell lines. Regression. Given two drug SMILES strings and cell line genomic features, predict the synergy score measuring deviation from expected non-interaction effect. (1) Synergy scores: CSS=14.1, Synergy_ZIP=-3.64, Synergy_Bliss=-1.01, Synergy_Loewe=-8.14, Synergy_HSA=-1.28. Drug 2: CCC1(C2=C(COC1=O)C(=O)N3CC4=CC5=C(C=CC(=C5CN(C)C)O)N=C4C3=C2)O.Cl. Cell line: MALME-3M. Drug 1: CCC(=C(C1=CC=CC=C1)C2=CC=C(C=C2)OCCN(C)C)C3=CC=CC=C3.C(C(=O)O)C(CC(=O)O)(C(=O)O)O. (2) Cell line: SR. Synergy scores: CSS=56.8, Synergy_ZIP=1.03, Synergy_Bliss=-0.0618, Synergy_Loewe=-24.1, Synergy_HSA=0.970. Drug 2: C1=CC(=CC=C1C#N)C(C2=CC=C(C=C2)C#N)N3C=NC=N3. Drug 1: COC1=CC(=CC(=C1O)OC)C2C3C(COC3=O)C(C4=CC5=C(C=C24)OCO5)OC6C(C(C7C(O6)COC(O7)C8=CC=CS8)O)O. (3) Drug 1: C1CC(C1)(C(=O)O)C(=O)O.[NH2-].[NH2-].[Pt+2]. Drug 2: COC1=C2C(=CC3=C1OC=C3)C=CC(=O)O2. Cell line: NCI-H322M. Synergy scores: CSS=-7.67, Synergy_ZIP=2.49, Synergy_Bliss=-2.90, Synergy_Loewe=-7.70, Synergy_HSA=-9.14. (4) Drug 1: CN1CCC(CC1)COC2=C(C=C3C(=C2)N=CN=C3NC4=C(C=C(C=C4)Br)F)OC. Drug 2: C1CC(=O)NC(=O)C1N2CC3=C(C2=O)C=CC=C3N. Cell line: MALME-3M. Synergy scores: CSS=3.58, Synergy_ZIP=1.18, Synergy_Bliss=3.61, Synergy_Loewe=-0.135, Synergy_HSA=2.68. (5) Drug 1: C1=NC2=C(N1)C(=S)N=C(N2)N. Drug 2: CC1=C2C(C(=O)C3(C(CC4C(C3C(C(C2(C)C)(CC1OC(=O)C(C(C5=CC=CC=C5)NC(=O)OC(C)(C)C)O)O)OC(=O)C6=CC=CC=C6)(CO4)OC(=O)C)O)C)O. Cell line: KM12. Synergy scores: CSS=44.5, Synergy_ZIP=-8.75, Synergy_Bliss=-12.0, Synergy_Loewe=-9.86, Synergy_HSA=-7.46. (6) Drug 1: CC1=CC2C(CCC3(C2CCC3(C(=O)C)OC(=O)C)C)C4(C1=CC(=O)CC4)C. Drug 2: C1=NC2=C(N=C(N=C2N1C3C(C(C(O3)CO)O)O)F)N. Cell line: HOP-62. Synergy scores: CSS=9.12, Synergy_ZIP=-4.53, Synergy_Bliss=-5.00, Synergy_Loewe=-22.5, Synergy_HSA=-10.0. (7) Drug 1: CNC(=O)C1=CC=CC=C1SC2=CC3=C(C=C2)C(=NN3)C=CC4=CC=CC=N4. Drug 2: COC1=NC(=NC2=C1N=CN2C3C(C(C(O3)CO)O)O)N. Cell line: OVCAR-4. Synergy scores: CSS=-0.143, Synergy_ZIP=0.132, Synergy_Bliss=-2.90, Synergy_Loewe=-7.93, Synergy_HSA=-5.07. (8) Drug 1: CC1OCC2C(O1)C(C(C(O2)OC3C4COC(=O)C4C(C5=CC6=C(C=C35)OCO6)C7=CC(=C(C(=C7)OC)O)OC)O)O. Drug 2: CC1=CC2C(CCC3(C2CCC3(C(=O)C)OC(=O)C)C)C4(C1=CC(=O)CC4)C. Cell line: SK-MEL-28. Synergy scores: CSS=21.5, Synergy_ZIP=5.00, Synergy_Bliss=11.0, Synergy_Loewe=-9.95, Synergy_HSA=7.33. (9) Drug 1: CCC(=C(C1=CC=CC=C1)C2=CC=C(C=C2)OCCN(C)C)C3=CC=CC=C3.C(C(=O)O)C(CC(=O)O)(C(=O)O)O. Drug 2: C1=CC=C(C(=C1)C(C2=CC=C(C=C2)Cl)C(Cl)Cl)Cl. Cell line: HOP-62. Synergy scores: CSS=2.88, Synergy_ZIP=-2.86, Synergy_Bliss=-6.95, Synergy_Loewe=0.434, Synergy_HSA=-5.38.